From a dataset of Full USPTO retrosynthesis dataset with 1.9M reactions from patents (1976-2016). Predict the reactants needed to synthesize the given product. (1) Given the product [CH3:10][O:9][C:7](=[O:8])[C:6]1[CH:11]=[CH:12][CH:13]=[C:4]([NH2:1])[C:5]=1[OH:14], predict the reactants needed to synthesize it. The reactants are: [N+:1]([C:4]1[CH:13]=[CH:12][CH:11]=[C:6]([C:7]([O:9][CH3:10])=[O:8])[C:5]=1[OH:14])([O-])=O. (2) Given the product [Br:1][C:2]1[CH:6]=[C:5]([NH:10][CH2:11][CH:12]2[O:16][CH2:15][CH2:14][O:13]2)[S:4][C:3]=1[C:8]#[N:9], predict the reactants needed to synthesize it. The reactants are: [Br:1][C:2]1[CH:6]=[C:5](Br)[S:4][C:3]=1[C:8]#[N:9].[NH2:10][CH2:11][CH:12]1[O:16][CH2:15][CH2:14][O:13]1.C([O-])(O)=O.[Na+].CN1C(=O)CCC1.